Dataset: Forward reaction prediction with 1.9M reactions from USPTO patents (1976-2016). Task: Predict the product of the given reaction. Given the reactants C(S)[CH2:2][S:3]([O-])(=O)=O.[Na+].[Br:9][C:10]1[C:11](Cl)=[N:12][C:13]([Cl:16])=[N:14][CH:15]=1.O, predict the reaction product. The product is: [Br:9][C:10]1[C:11]([S:3][CH3:2])=[N:12][C:13]([Cl:16])=[N:14][CH:15]=1.